This data is from Forward reaction prediction with 1.9M reactions from USPTO patents (1976-2016). The task is: Predict the product of the given reaction. (1) Given the reactants [Cl:1][C:2]1[CH:7]=[CH:6][C:5]([N:8]2[CH2:11][CH2:10][C@H:9]2[C:12]([OH:14])=O)=[CH:4][CH:3]=1.[NH2:15][C:16]1[CH:20]=[C:19]([C:21]([CH3:24])([CH3:23])[CH3:22])[O:18][N:17]=1.P(Cl)(Cl)(Cl)=O, predict the reaction product. The product is: [C:21]([C:19]1[O:18][N:17]=[C:16]([NH:15][C:12]([C@@H:9]2[CH2:10][CH2:11][N:8]2[C:5]2[CH:4]=[CH:3][C:2]([Cl:1])=[CH:7][CH:6]=2)=[O:14])[CH:20]=1)([CH3:24])([CH3:23])[CH3:22]. (2) Given the reactants [CH2:1]([O:8][C:9]1[C:18](=[O:19])[N:17]2[C:12]([C:13]([CH3:21])([CH3:20])[O:14][CH2:15][CH2:16]2)=[N:11][C:10]=1[C:22]([OH:24])=O)[C:2]1[CH:7]=[CH:6][CH:5]=[CH:4][CH:3]=1.[F:25][C:26]1[CH:31]=[C:30]([N:32]2[CH:36]=[N:35][C:34]([CH3:37])=[N:33]2)[CH:29]=[CH:28][C:27]=1[CH2:38][NH2:39], predict the reaction product. The product is: [F:25][C:26]1[CH:31]=[C:30]([N:32]2[CH:36]=[N:35][C:34]([CH3:37])=[N:33]2)[CH:29]=[CH:28][C:27]=1[CH2:38][NH:39][C:22]([C:10]1[N:11]=[C:12]2[N:17]([C:18](=[O:19])[C:9]=1[O:8][CH2:1][C:2]1[CH:7]=[CH:6][CH:5]=[CH:4][CH:3]=1)[CH2:16][CH2:15][O:14][C:13]2([CH3:20])[CH3:21])=[O:24]. (3) Given the reactants [NH2:1][C:2]1[CH:17]=[CH:16][CH:15]=[CH:14][C:3]=1[CH2:4][N:5]1[C:9](=[O:10])[C:8]([CH3:12])([CH3:11])[O:7][C:6]1=[O:13].C(N(CC)CC)C.[F:25][C:26]([F:39])([F:38])[S:27](O[S:27]([C:26]([F:39])([F:38])[F:25])(=[O:29])=[O:28])(=[O:29])=[O:28].O, predict the reaction product. The product is: [CH3:11][C:8]1([CH3:12])[O:7][C:6](=[O:13])[N:5]([CH2:4][C:3]2[CH:14]=[CH:15][CH:16]=[CH:17][C:2]=2[NH:1][S:27]([C:26]([F:39])([F:38])[F:25])(=[O:29])=[O:28])[C:9]1=[O:10]. (4) Given the reactants [Cl:1][C:2]1[CH:8]=[C:7]([O:9][C:10]2[C:19]3[C:14](=[CH:15][C:16]([O:22][CH3:23])=[C:17]([O:20][CH3:21])[CH:18]=3)[N:13]=[CH:12][CH:11]=2)[CH:6]=[CH:5][C:3]=1[NH2:4].ClC(Cl)(O[C:28](=[O:34])OC(Cl)(Cl)Cl)Cl.[NH2:36][C:37]1[N:42]=[C:41]([CH3:43])[C:40]([Br:44])=[CH:39][CH:38]=1.CO, predict the reaction product. The product is: [Br:44][C:40]1[CH:39]=[CH:38][C:37]([NH:36][C:28]([NH:4][C:3]2[CH:5]=[CH:6][C:7]([O:9][C:10]3[C:19]4[C:14](=[CH:15][C:16]([O:22][CH3:23])=[C:17]([O:20][CH3:21])[CH:18]=4)[N:13]=[CH:12][CH:11]=3)=[CH:8][C:2]=2[Cl:1])=[O:34])=[N:42][C:41]=1[CH3:43]. (5) Given the reactants [F:1][C:2]1[CH:3]=[C:4]([N+:14]([O-])=O)[CH:5]=[CH:6][C:7]=1[N:8]1[CH:12]=[C:11]([CH3:13])[N:10]=[CH:9]1.C([O-])=O.[NH4+], predict the reaction product. The product is: [NH2:14][C:4]1[CH:5]=[CH:6][C:7]([N:8]2[CH:12]=[C:11]([CH3:13])[N:10]=[CH:9]2)=[C:2]([F:1])[CH:3]=1.